Dataset: Full USPTO retrosynthesis dataset with 1.9M reactions from patents (1976-2016). Task: Predict the reactants needed to synthesize the given product. (1) Given the product [Br:31][C:32]1[CH:37]=[C:36]([CH3:38])[C:35]([NH:39][C:40]([NH:1][C:2]2[CH:3]=[C:4]([C:23]3[CH:28]=[CH:27][C:26]([F:29])=[C:25]([F:30])[CH:24]=3)[CH:5]=[CH:6][C:7]=2[C:8]([NH:10][C@H:11]([C:19]([O:21][CH3:22])=[O:20])[C@@H:12]([CH3:18])[O:13][C:14]([CH3:17])([CH3:16])[CH3:15])=[O:9])=[O:41])=[C:34]([CH3:42])[CH:33]=1, predict the reactants needed to synthesize it. The reactants are: [NH2:1][C:2]1[CH:3]=[C:4]([C:23]2[CH:28]=[CH:27][C:26]([F:29])=[C:25]([F:30])[CH:24]=2)[CH:5]=[CH:6][C:7]=1[C:8]([NH:10][C@H:11]([C:19]([O:21][CH3:22])=[O:20])[C@@H:12]([CH3:18])[O:13][C:14]([CH3:17])([CH3:16])[CH3:15])=[O:9].[Br:31][C:32]1[CH:33]=[C:34]([CH3:42])[C:35]([N:39]=[C:40]=[O:41])=[C:36]([CH3:38])[CH:37]=1.CCCCCC.C(OCC)(=O)C. (2) The reactants are: [Cl:1][C:2]1[CH:3]=[C:4]([C@@H:8]([OH:29])[CH2:9][N:10]([C@H:18]2[CH2:27][CH2:26][C:25]3[C:20](=[CH:21][C:22]([OH:28])=[CH:23][CH:24]=3)[CH2:19]2)[C:11](=[O:17])[O:12][C:13]([CH3:16])([CH3:15])[CH3:14])[CH:5]=[CH:6][CH:7]=1.Br[C:31]1[CH:32]=[CH:33][C:34]([Cl:41])=[C:35]([CH:40]=1)[C:36]([O:38][CH3:39])=[O:37].C(P(C(C)(C)C)C1C=CC=CC=1C1C=CC=CC=1)(C)(C)C.P([O-])([O-])([O-])=O.[K+].[K+].[K+]. Given the product [C:13]([O:12][C:11]([N:10]([C@@H:18]1[CH2:19][C:20]2[CH:21]=[C:22]([O:28][C:31]3[CH:32]=[CH:33][C:34]([Cl:41])=[C:35]([CH:40]=3)[C:36]([O:38][CH3:39])=[O:37])[CH:23]=[CH:24][C:25]=2[CH2:26][CH2:27]1)[CH2:9][C@@H:8]([C:4]1[CH:5]=[CH:6][CH:7]=[C:2]([Cl:1])[CH:3]=1)[OH:29])=[O:17])([CH3:16])([CH3:14])[CH3:15], predict the reactants needed to synthesize it. (3) Given the product [Cl:12][C:13]1[N:18]=[C:17]([NH:1][C:2]2[CH:11]=[CH:10][C:5]3[NH:6][C:7](=[O:9])[O:8][C:4]=3[CH:3]=2)[C:16]([CH3:20])=[CH:15][N:14]=1, predict the reactants needed to synthesize it. The reactants are: [NH2:1][C:2]1[CH:11]=[CH:10][C:5]2[NH:6][C:7](=[O:9])[O:8][C:4]=2[CH:3]=1.[Cl:12][C:13]1[N:18]=[C:17](Cl)[C:16]([CH3:20])=[CH:15][N:14]=1.CO. (4) Given the product [CH3:28][O:27][C:25](=[O:26])[CH2:24][C:23]1[C:2]2[CH:6]=[CH:5][S:4][C:3]=2[N:7]([C:8]([O:9][C:10]([CH3:13])([CH3:12])[CH3:11])=[O:14])[C:22]=1[CH3:29], predict the reactants needed to synthesize it. The reactants are: Br[C:2]1[CH:6]=[CH:5][S:4][C:3]=1[NH:7][C:8](=[O:14])[O:9][C:10]([CH3:13])([CH3:12])[CH3:11].C([O-])([O-])=O.[K+].[K+].Br[CH:22]([CH3:29])/[CH:23]=[CH:24]/[C:25]([O:27][CH3:28])=[O:26].C1C=CC(P(C2C=CC=CC=2)C2C=CC=CC=2)=CC=1. (5) The reactants are: [Br:1][C:2]1[C:3]([O:12][CH3:13])=[CH:4][C:5]([F:11])=[C:6]([CH:10]=1)[C:7](O)=[O:8].S(Cl)([Cl:16])=O. Given the product [Br:1][C:2]1[C:3]([O:12][CH3:13])=[CH:4][C:5]([F:11])=[C:6]([CH:10]=1)[C:7]([Cl:16])=[O:8], predict the reactants needed to synthesize it.